This data is from Catalyst prediction with 721,799 reactions and 888 catalyst types from USPTO. The task is: Predict which catalyst facilitates the given reaction. (1) Reactant: C([O:3][C:4]([C:6]1[CH:7]=[N:8][N:9]([CH2:17][C:18]2[CH:23]=[CH:22][CH:21]=[CH:20][CH:19]=2)[C:10]=1[C:11]1[CH:16]=[CH:15][CH:14]=[CH:13][CH:12]=1)=[O:5])C.[OH-].[Na+].[OH-].[Li+]. Product: [CH2:17]([N:9]1[C:10]([C:11]2[CH:16]=[CH:15][CH:14]=[CH:13][CH:12]=2)=[C:6]([C:4]([OH:5])=[O:3])[CH:7]=[N:8]1)[C:18]1[CH:23]=[CH:22][CH:21]=[CH:20][CH:19]=1. The catalyst class is: 199. (2) Reactant: [O:1]=[S:2]1(=[O:23])[C:7]2[CH:8]=[C:9]([O:12][C:13]3[CH:14]=[C:15]([NH2:19])[CH:16]=[CH:17][CH:18]=3)[CH:10]=[CH:11][C:6]=2[N:5]2[CH2:20][CH2:21][CH2:22][CH:4]2[NH:3]1.CO[CH:26]1[CH2:30][CH2:29][CH:28](OC)O1.O.CC(O)=O. Product: [N:19]1([C:15]2[CH:14]=[C:13]([CH:18]=[CH:17][CH:16]=2)[O:12][C:9]2[CH:10]=[CH:11][C:6]3[N:5]4[CH2:20][CH2:21][CH2:22][CH:4]4[NH:3][S:2](=[O:1])(=[O:23])[C:7]=3[CH:8]=2)[CH:26]=[CH:30][CH:29]=[CH:28]1. The catalyst class is: 344. (3) Reactant: [F:1][C:2]1[CH:16]=[CH:15][C:5]([CH2:6][NH:7]C(=O)OC(C)(C)C)=[C:4]([C:17](=[O:20])[NH:18][CH3:19])[CH:3]=1.[C:21]([C:25]([OH:27])=[O:26])([F:24])([F:23])[F:22]. Product: [F:22][C:21]([F:24])([F:23])[C:25]([OH:27])=[O:26].[NH2:7][CH2:6][C:5]1[CH:15]=[CH:16][C:2]([F:1])=[CH:3][C:4]=1[C:17]([NH:18][CH3:19])=[O:20]. The catalyst class is: 2. (4) Reactant: [NH2:1][CH2:2][CH2:3][CH2:4][OH:5].[F:6][C:7]([F:13])([F:12])[C:8](OC)=[O:9]. Product: [F:6][C:7]([F:13])([F:12])[C:8]([NH:1][CH2:2][CH2:3][CH2:4][OH:5])=[O:9]. The catalyst class is: 5.